From a dataset of Reaction yield outcomes from USPTO patents with 853,638 reactions. Predict the reaction yield, written as a fraction of the theoretical maximum amount of product (1.0 means a 100% yield; for example, 0.34 means a 34% yield). (1) The reactants are FC(F)(F)S([O-])(=O)=O.[Sm+3].FC(F)(F)S([O-])(=O)=O.FC(F)(F)S([O-])(=O)=O.[CH3:26][NH:27][C:28](=[O:38])[C@H:29]([CH2:31][C:32]1[CH:37]=[CH:36][CH:35]=[CH:34][CH:33]=1)[NH2:30].[CH3:39][C:40]1[O:46][C:43]([CH:44]=O)=[CH:42][CH:41]=1. The catalyst is O1CCCC1. The product is [CH2:31]([C@@H:29]1[NH:30][C@H:44]([C:43]2[O:46][C:40]([CH3:39])=[CH:41][CH:42]=2)[N:27]([CH3:26])[C:28]1=[O:38])[C:32]1[CH:37]=[CH:36][CH:35]=[CH:34][CH:33]=1. The yield is 0.460. (2) The reactants are Br[C:2]1[CH:10]=[C:9]2[C:5]([CH:6]=[CH:7][N:8]2[CH3:11])=[CH:4][CH:3]=1.[CH2:12]([O:14][C:15](=[O:35])[CH:16]=[C:17](C1C=CC=C2C=1C(C#N)=CN2)[C:18]1[CH:23]=[CH:22][CH:21]=[CH:20][CH:19]=1)[CH3:13]. No catalyst specified. The product is [CH2:12]([O:14][C:15](=[O:35])[CH:16]=[C:17]([C:2]1[CH:10]=[C:9]2[C:5]([CH:6]=[CH:7][N:8]2[CH3:11])=[CH:4][CH:3]=1)[C:18]1[CH:23]=[CH:22][CH:21]=[CH:20][CH:19]=1)[CH3:13]. The yield is 0.780.